Dataset: Forward reaction prediction with 1.9M reactions from USPTO patents (1976-2016). Task: Predict the product of the given reaction. (1) Given the reactants F[C:2]1[CH:31]=[C:30](F)[CH:29]=[CH:28][C:3]=1[CH2:4]N1C(=O)C=CC(CC2C3C(=CC=CC=3)N(CC(OC)=O)C=2C)=C1.[OH:33][C:34]1[C:43]2[C:38](=[CH:39][CH:40]=[CH:41][CH:42]=2)[C:37]([C:44]2[C:52]3[C:47](=[CH:48][CH:49]=[CH:50][CH:51]=3)[N:46]([CH2:53][C:54]#[N:55])[C:45]=2[CH3:56])=[N:36][N:35]=1.C(=O)([O-])[O-].[K+].[K+].C(Br)C1C=CC=CC=1, predict the reaction product. The product is: [CH2:4]([N:35]1[C:34](=[O:33])[C:43]2[C:38](=[CH:39][CH:40]=[CH:41][CH:42]=2)[C:37]([C:44]2[C:52]3[C:47](=[CH:48][CH:49]=[CH:50][CH:51]=3)[N:46]([CH2:53][C:54]#[N:55])[C:45]=2[CH3:56])=[N:36]1)[C:3]1[CH:28]=[CH:29][CH:30]=[CH:31][CH:2]=1. (2) Given the reactants [O:1]1[CH2:5][CH2:4][O:3][CH:2]1[C:6]1[CH:27]=[C:9]2[C:10]([CH:16](O)[CH2:17][C:18]3[C:23]([Cl:24])=[CH:22][N:21]=[CH:20][C:19]=3[Cl:25])=[CH:11][CH:12]=[C:13]([O:14][CH3:15])[N:8]2[N:7]=1.N1C=CC=CC=1.FC(F)(F)S(OS(C(F)(F)F)(=O)=O)(=O)=O.[OH-].[Na+], predict the reaction product. The product is: [Cl:24][C:23]1[CH:22]=[N:21][CH:20]=[C:19]([Cl:25])[C:18]=1[CH:17]=[CH:16][C:10]1[C:9]2[N:8]([N:7]=[C:6]([CH:2]3[O:3][CH2:4][CH2:5][O:1]3)[CH:27]=2)[C:13]([O:14][CH3:15])=[CH:12][CH:11]=1.